From a dataset of Reaction yield outcomes from USPTO patents with 853,638 reactions. Predict the reaction yield, written as a fraction of the theoretical maximum amount of product (1.0 means a 100% yield; for example, 0.34 means a 34% yield). (1) The product is [NH2:1][C:2]1[C:3]([O:15][CH3:16])=[C:4]([CH:9]([OH:14])[C:10]([F:13])([F:12])[F:11])[CH:5]=[C:6]([N:17]2[CH2:21][CH2:20][CH2:19][CH2:18]2)[CH:7]=1. No catalyst specified. The yield is 0.440. The reactants are [NH2:1][C:2]1[C:3]([O:15][CH3:16])=[C:4]([CH:9]([OH:14])[C:10]([F:13])([F:12])[F:11])[CH:5]=[C:6](Br)[CH:7]=1.[NH:17]1[CH2:21][CH2:20][CH2:19][CH2:18]1. (2) The reactants are [O:1]1[C:6]2([CH2:11][CH2:10][O:9][CH2:8][CH2:7]2)[O:5][CH2:4][CH:3]([CH2:12][OH:13])[CH2:2]1.[H-].[Na+].Cl[C:17]1[CH:22]=[CH:21][N+:20]([O-:23])=[C:19]([CH3:24])[C:18]=1[CH3:25]. The catalyst is CS(C)=O. The product is [CH3:24][C:19]1[C:18]([CH3:25])=[C:17]([O:13][CH2:12][CH:3]2[CH2:4][O:5][C:6]3([CH2:7][CH2:8][O:9][CH2:10][CH2:11]3)[O:1][CH2:2]2)[CH:22]=[CH:21][N+:20]=1[O-:23]. The yield is 0.662.